Dataset: hERG Central: cardiac toxicity at 1µM, 10µM, and general inhibition. Task: Predict hERG channel inhibition at various concentrations. (1) The drug is CCCn1c(=N)c(C(=O)NCC2CCCO2)cc2c(=O)n3cccc(C)c3nc21. Results: hERG_inhib (hERG inhibition (general)): blocker. (2) Results: hERG_inhib (hERG inhibition (general)): blocker. The molecule is Cc1cccc(NC(=O)N2CCN(Cc3ccc(Cl)cc3)CC2)c1. (3) Results: hERG_inhib (hERG inhibition (general)): blocker. The molecule is O=C(NC1CCCN(CCc2ccccc2)C1)c1c[nH]c2ccccc12. (4) The compound is CC(C(=O)Nc1ccc(C#N)cc1)N(C)Cc1cccs1. Results: hERG_inhib (hERG inhibition (general)): blocker. (5) The drug is CCn1c(/C=C/Nc2ccccc2)[n+](CC)c2ccc(Cl)cc21.[I-]. Results: hERG_inhib (hERG inhibition (general)): blocker. (6) The molecule is O=S(=O)(c1cccc(C(F)(F)F)c1)N(CCCN1CCOCC1)Cc1cccs1. Results: hERG_inhib (hERG inhibition (general)): blocker. (7) The drug is O=C(c1ccco1)N1CCN(C(=S)Nc2cccc([N+](=O)[O-])c2)CC1. Results: hERG_inhib (hERG inhibition (general)): blocker. (8) The drug is O=[N+]([O-])c1ccc(C[n+]2cccc3ccc4cccnc4c32)cc1.[Br-]. Results: hERG_inhib (hERG inhibition (general)): blocker. (9) The drug is CN1CCN(CCCN2c3ccccc3Sc3ccc(S(=O)(=O)N(C)C)cc32)CC1.CS(=O)(=O)O. Results: hERG_inhib (hERG inhibition (general)): blocker.